This data is from Reaction yield outcomes from USPTO patents with 853,638 reactions. The task is: Predict the reaction yield, written as a fraction of the theoretical maximum amount of product (1.0 means a 100% yield; for example, 0.34 means a 34% yield). (1) The reactants are NC1N=CC(N2CCN(C(OC(C)(C)C)=O)CC2)=CC=1.[CH3:21][C@@H:22]1[CH2:27][N:26]([C:28]2[CH:29]=[N:30][C:31]([N+:34]([O-])=O)=[CH:32][CH:33]=2)[C@@H:25]([CH3:37])[CH2:24][N:23]1[C:38]([O:40][C:41]([CH3:44])([CH3:43])[CH3:42])=[O:39]. No catalyst specified. The product is [NH2:34][C:31]1[N:30]=[CH:29][C:28]([N:26]2[C@@H:25]([CH3:37])[CH2:24][N:23]([C:38]([O:40][C:41]([CH3:42])([CH3:44])[CH3:43])=[O:39])[C@H:22]([CH3:21])[CH2:27]2)=[CH:33][CH:32]=1. The yield is 0.830. (2) The reactants are Cl[C:2]1[CH:3]=[CH:4][C:5]2[N:6]([C:8]([C:11]([F:14])([F:13])[F:12])=[N:9][N:10]=2)[N:7]=1.Cl.O.[NH:17]1[CH2:22][CH2:21][C:20](=[O:23])[CH2:19][CH2:18]1.CCN(C(C)C)C(C)C. The catalyst is CN(C=O)C. The product is [F:12][C:11]([F:14])([F:13])[C:8]1[N:6]2[N:7]=[C:2]([N:17]3[CH2:22][CH2:21][C:20](=[O:23])[CH2:19][CH2:18]3)[CH:3]=[CH:4][C:5]2=[N:10][N:9]=1. The yield is 0.830.